Dataset: Reaction yield outcomes from USPTO patents with 853,638 reactions. Task: Predict the reaction yield, written as a fraction of the theoretical maximum amount of product (1.0 means a 100% yield; for example, 0.34 means a 34% yield). (1) The reactants are [B][B][B][B][B][B][B][B][B][B].[N+:11]([C:14]1[CH:28]=[CH:27][CH:26]=[CH:25][C:15]=1[C:16]([NH:18][C:19]1[CH:24]=[CH:23][CH:22]=[CH:21][CH:20]=1)=[O:17])([O-])=O. The catalyst is [Pd].CO. The product is [NH2:11][C:14]1[CH:28]=[CH:27][CH:26]=[CH:25][C:15]=1[C:16]([NH:18][C:19]1[CH:24]=[CH:23][CH:22]=[CH:21][CH:20]=1)=[O:17]. The yield is 0.960. (2) The reactants are [OH:1][CH2:2][CH2:3][O:4][C:5]1[CH:10]=[CH:9][C:8]([C:11]([C:13]2[CH:18]=[CH:17][CH:16]=[CH:15][CH:14]=2)=O)=[CH:7][CH:6]=1.[CH3:19][C:20]1([CH3:29])[CH2:25][C:24]([CH3:27])([CH3:26])[CH2:23][C:22](=O)[CH2:21]1. The catalyst is C1COCC1.[Zn].Cl[Ti](Cl)(Cl)Cl. The product is [C:13]1([C:11](=[C:22]2[CH2:23][C:24]([CH3:27])([CH3:26])[CH2:25][C:20]([CH3:29])([CH3:19])[CH2:21]2)[C:8]2[CH:9]=[CH:10][C:5]([O:4][CH2:3][CH2:2][OH:1])=[CH:6][CH:7]=2)[CH:18]=[CH:17][CH:16]=[CH:15][CH:14]=1. The yield is 0.780. (3) The catalyst is CN1CCCC1=O. The product is [C:31]([CH2:3][CH2:2][C:1]([N:5]1[C:14]2[C:9](=[CH:10][CH:11]=[CH:12][CH:13]=2)[CH2:8][CH2:7][CH:6]1[CH2:15][N:16]1[CH2:21][CH2:20][N:19]([C:22]2[CH:30]=[CH:29][CH:28]=[C:27]3[C:23]=2[CH:24]=[CH:25][NH:26]3)[CH2:18][CH2:17]1)=[O:4])#[N:32]. The yield is 0.360. The reactants are [C:1]([N:5]1[C:14]2[C:9](=[CH:10][CH:11]=[CH:12][CH:13]=2)[CH2:8][CH2:7][CH:6]1[CH2:15][N:16]1[CH2:21][CH2:20][N:19]([C:22]2[CH:30]=[CH:29][CH:28]=[C:27]3[C:23]=2[CH:24]=[CH:25][NH:26]3)[CH2:18][CH2:17]1)(=[O:4])[CH:2]=[CH2:3].[C-:31]#[N:32].[Na+].O. (4) The reactants are C[O:2][C:3](=[O:24])[C:4]1[CH:9]=[CH:8][CH:7]=[C:6]([C:10]2[N:11]=[N:12][N:13]([CH2:15][C:16]3[CH:21]=[CH:20][C:19]([O:22][CH3:23])=[CH:18][CH:17]=3)[N:14]=2)[CH:5]=1.O.[OH-].[Li+]. The catalyst is O1CCCC1. The product is [CH3:23][O:22][C:19]1[CH:18]=[CH:17][C:16]([CH2:15][N:13]2[N:12]=[N:11][C:10]([C:6]3[CH:5]=[C:4]([CH:9]=[CH:8][CH:7]=3)[C:3]([OH:24])=[O:2])=[N:14]2)=[CH:21][CH:20]=1. The yield is 1.00.